Dataset: Peptide-MHC class I binding affinity with 185,985 pairs from IEDB/IMGT. Task: Regression. Given a peptide amino acid sequence and an MHC pseudo amino acid sequence, predict their binding affinity value. This is MHC class I binding data. The peptide sequence is MTYSHHACR. The MHC is HLA-B83:01 with pseudo-sequence HLA-B83:01. The binding affinity (normalized) is 0.213.